From a dataset of Forward reaction prediction with 1.9M reactions from USPTO patents (1976-2016). Predict the product of the given reaction. (1) Given the reactants [CH:1]1([NH:4][C:5]2[C:6]([NH2:11])=[CH:7][CH:8]=[CH:9][CH:10]=2)[CH2:3][CH2:2]1.C(N(CC)CC)C.Cl[C:20](=[O:31])[CH2:21][CH2:22][CH2:23][CH2:24][CH2:25][CH2:26][C:27]([O:29][CH3:30])=[O:28], predict the reaction product. The product is: [CH:1]1([NH:4][C:5]2[CH:10]=[CH:9][CH:8]=[CH:7][C:6]=2[NH:11][C:20](=[O:31])[CH2:21][CH2:22][CH2:23][CH2:24][CH2:25][CH2:26][C:27]([O:29][CH3:30])=[O:28])[CH2:3][CH2:2]1. (2) Given the reactants COC1C=CC(N2CCN(CCC3C=CC=CC=3)CC2)=CC=1.[C:23]([N:34]1[CH2:39][CH2:38][N:37]([C:40]2[CH:45]=[C:44]([F:46])[C:43]([O:47]C)=[CH:42][C:41]=2[F:49])[CH2:36][CH2:35]1)(=[O:33])[CH2:24][CH2:25][CH2:26][CH2:27][CH2:28][CH2:29][CH2:30][CH2:31][CH3:32], predict the reaction product. The product is: [C:23]([N:34]1[CH2:35][CH2:36][N:37]([C:40]2[CH:45]=[C:44]([F:46])[C:43]([OH:47])=[CH:42][C:41]=2[F:49])[CH2:38][CH2:39]1)(=[O:33])[CH2:24][CH2:25][CH2:26][CH2:27][CH2:28][CH2:29][CH2:30][CH2:31][CH3:32]. (3) Given the reactants [NH:1]1[C:9]2[C:4](=[CH:5][CH:6]=[CH:7][CH:8]=2)[C:3]([C:10]([O:12][CH3:13])=[O:11])=[CH:2]1.P([O-])([O-])([O-])=O.[K+].[K+].[K+].Br[C:23]1[CH:28]=[CH:27][CH:26]=[CH:25][CH:24]=1.CN[C@@H]1CCCC[C@H]1NC, predict the reaction product. The product is: [C:23]1([N:1]2[C:9]3[C:4](=[CH:5][CH:6]=[CH:7][CH:8]=3)[C:3]([C:10]([O:12][CH3:13])=[O:11])=[CH:2]2)[CH:28]=[CH:27][CH:26]=[CH:25][CH:24]=1. (4) Given the reactants Br[C:2]1[CH:7]=[CH:6][CH:5]=[CH:4][C:3]=1[NH:8][C:9](=[O:18])[O:10][CH2:11][C@@H:12]1[CH2:16][CH2:15][N:14]([CH3:17])[CH2:13]1.[F:19][C:20]1[CH:21]=[C:22](B(O)O)[CH:23]=[CH:24][C:25]=1[CH:26]=[O:27], predict the reaction product. The product is: [F:19][C:20]1[CH:21]=[C:22]([C:2]2[CH:7]=[CH:6][CH:5]=[CH:4][C:3]=2[NH:8][C:9](=[O:18])[O:10][CH2:11][C@@H:12]2[CH2:16][CH2:15][N:14]([CH3:17])[CH2:13]2)[CH:23]=[CH:24][C:25]=1[CH:26]=[O:27].